From a dataset of Cav3 T-type calcium channel HTS with 100,875 compounds. Binary Classification. Given a drug SMILES string, predict its activity (active/inactive) in a high-throughput screening assay against a specified biological target. (1) The molecule is O=C1C=2C(n3[nH]c(nc3=NC2CCC1)C(OC)=O)c1cc(OCC)c(OC)cc1. The result is 0 (inactive). (2) The molecule is S(c1c(C(=O)Nc2cc(cc(c2)C)C)cccc1)C. The result is 0 (inactive). (3) The compound is S(=O)(=O)(n1nccc1C(Oc1ccccc1)C)c1ccccc1. The result is 1 (active).